From a dataset of Reaction yield outcomes from USPTO patents with 853,638 reactions. Predict the reaction yield, written as a fraction of the theoretical maximum amount of product (1.0 means a 100% yield; for example, 0.34 means a 34% yield). (1) The reactants are [H-].[Na+].[CH3:3][O:4][C:5]1[CH:10]=[CH:9][C:8]([CH2:11][OH:12])=[CH:7][CH:6]=1.Cl[C:14]1[C:15]2[S:22][CH:21]=[CH:20][C:16]=2[N:17]=[CH:18][N:19]=1.CO. The catalyst is O1CCCC1. The product is [CH3:3][O:4][C:5]1[CH:10]=[CH:9][C:8]([CH2:11][O:12][C:14]2[C:15]3[S:22][CH:21]=[CH:20][C:16]=3[N:17]=[CH:18][N:19]=2)=[CH:7][CH:6]=1. The yield is 0.650. (2) The reactants are [F:1][C:2]1[CH:32]=[C:31]([F:33])[CH:30]=[CH:29][C:3]=1[CH2:4][N:5]1[C:10](=[O:11])[CH:9]=[CH:8][C:7]([CH2:12][C:13]2[C:21]3[C:16](=[CH:17][CH:18]=[C:19]([F:22])[CH:20]=3)[N:15]([CH2:23][C:24]([O:26]C)=[O:25])[C:14]=2[CH3:28])=[N:6]1.C1COCC1.[OH-].[Li+].Cl. The catalyst is O.CO. The product is [F:1][C:2]1[CH:32]=[C:31]([F:33])[CH:30]=[CH:29][C:3]=1[CH2:4][N:5]1[C:10](=[O:11])[CH:9]=[CH:8][C:7]([CH2:12][C:13]2[C:21]3[C:16](=[CH:17][CH:18]=[C:19]([F:22])[CH:20]=3)[N:15]([CH2:23][C:24]([OH:26])=[O:25])[C:14]=2[CH3:28])=[N:6]1. The yield is 0.860. (3) The reactants are [Cl:1][CH2:2][C:3](=O)[CH2:4][C:5]([O:7][CH2:8][CH3:9])=[O:6].[C:11]1([CH:18]=CC=[C:14](O)[CH:13]=1)[OH:12]. The catalyst is S(=O)(=O)(O)O. The product is [Cl:1][CH2:2][C:3]1[C:9]2[C:8](=[CH:18][C:11]([OH:12])=[CH:13][CH:14]=2)[O:7][C:5](=[O:6])[CH:4]=1. The yield is 0.840. (4) The reactants are ClC(O[O:5][CH2:6][CH:7]([C:9]1[C:14]([N+:15]([O-:17])=[O:16])=[CH:13][C:12]2[O:18][CH2:19][O:20][C:11]=2[CH:10]=1)[CH3:8])=O.[NH:21]1[CH2:26][CH2:25][CH2:24][CH2:23][CH2:22]1.C1C[O:30][CH2:29]C1. No catalyst specified. The product is [CH2:19]1[O:18][C:12]2[CH:13]=[C:14]([N+:15]([O-:17])=[O:16])[C:9]([CH:7]([CH3:8])[CH2:6][O:5][C:29]([N:21]3[CH2:26][CH2:25][CH2:24][CH2:23][CH2:22]3)=[O:30])=[CH:10][C:11]=2[O:20]1. The yield is 0.790. (5) The reactants are [H-].[Na+].[F:3][C:4]([F:13])([F:12])[C:5]1([C:8](OC)=[O:9])[CH2:7][CH2:6]1.[C:14](#[N:16])[CH3:15]. The catalyst is C1COCC1. The product is [O:9]=[C:8]([C:5]1([C:4]([F:13])([F:12])[F:3])[CH2:7][CH2:6]1)[CH2:15][C:14]#[N:16]. The yield is 0.490. (6) The reactants are [CH3:1][O:2][C:3]1[CH:4]=[C:5]2[C:10](=[CH:11][C:12]=1[O:13][CH3:14])[N:9]=[CH:8][CH:7]=[C:6]2[O:15][C:16]1[CH:22]=[CH:21][C:19]([NH2:20])=[C:18]([CH3:23])[C:17]=1[CH3:24].C1(C)C=CC=CC=1.C(N(CC)CC)C.Cl[C:40](Cl)([O:42]C(=O)OC(Cl)(Cl)Cl)Cl.[CH3:51][C:52]1[CH:60]=[CH:59][C:55]([CH:56]([OH:58])[CH3:57])=[CH:54][CH:53]=1. The catalyst is C(Cl)Cl. The product is [CH3:1][O:2][C:3]1[CH:4]=[C:5]2[C:10](=[CH:11][C:12]=1[O:13][CH3:14])[N:9]=[CH:8][CH:7]=[C:6]2[O:15][C:16]1[CH:22]=[CH:21][C:19]([NH:20][C:40](=[O:42])[O:58][CH:56]([C:55]2[CH:59]=[CH:60][C:52]([CH3:51])=[CH:53][CH:54]=2)[CH3:57])=[C:18]([CH3:23])[C:17]=1[CH3:24]. The yield is 0.750.